This data is from Catalyst prediction with 721,799 reactions and 888 catalyst types from USPTO. The task is: Predict which catalyst facilitates the given reaction. (1) Reactant: [Br:1][C:2]1[CH:11]=[C:10]2[C:5]([C:6](=[O:30])[N:7]([CH3:29])[C:8]([C:12]3[CH:17]=[CH:16][C:15]([O:18][CH2:19][CH2:20][CH2:21][N:22]4[CH2:27][CH2:26][CH2:25][CH2:24][CH2:23]4)=[CH:14][C:13]=3[OH:28])=[N:9]2)=[CH:4][CH:3]=1.C(=O)([O-])[O-].[K+].[K+].S(C1C=CC(C)=CC=1)(O[CH2:41][CH2:42][F:43])(=O)=O. Product: [Br:1][C:2]1[CH:11]=[C:10]2[C:5]([C:6](=[O:30])[N:7]([CH3:29])[C:8]([C:12]3[CH:17]=[CH:16][C:15]([O:18][CH2:19][CH2:20][CH2:21][N:22]4[CH2:27][CH2:26][CH2:25][CH2:24][CH2:23]4)=[CH:14][C:13]=3[O:28][CH2:41][CH2:42][F:43])=[N:9]2)=[CH:4][CH:3]=1. The catalyst class is: 39. (2) Reactant: [O:1]=[C:2]1[CH:7]=[C:6]([C:8]([O:10][CH3:11])=[O:9])[CH:5]=[CH:4][NH:3]1.C([O-])([O-])=O.[K+].[K+].I[CH:19]([CH3:21])[CH3:20]. Product: [CH:19]([N:3]1[CH:4]=[CH:5][C:6]([C:8]([O:10][CH3:11])=[O:9])=[CH:7][C:2]1=[O:1])([CH3:21])[CH3:20]. The catalyst class is: 618. (3) Reactant: [NH2:1][C:2]1[N:7]=[CH:6][N:5]=[C:4]([NH:8][C@H:9]([C:11]2[N:16]([C:17]3[CH:22]=[CH:21][CH:20]=[CH:19][CH:18]=3)[C:15](=[O:23])[C:14]3=[C:24]([CH3:27])[CH:25]=[CH:26][N:13]3[N:12]=2)[CH3:10])[C:3]=1I.[F:29][C:30]1[CH:31]=[C:32](B(O)O)[CH:33]=[C:34]([O:37][CH3:38])[C:35]=1[F:36].C(=O)([O-])[O-].[Na+].[Na+]. Product: [NH2:1][C:2]1[N:7]=[CH:6][N:5]=[C:4]([NH:8][C@H:9]([C:11]2[N:16]([C:17]3[CH:22]=[CH:21][CH:20]=[CH:19][CH:18]=3)[C:15](=[O:23])[C:14]3=[C:24]([CH3:27])[CH:25]=[CH:26][N:13]3[N:12]=2)[CH3:10])[C:3]=1[C:32]1[CH:33]=[C:34]([O:37][CH3:38])[C:35]([F:36])=[C:30]([F:29])[CH:31]=1. The catalyst class is: 155. (4) Reactant: FC(F)(F)C(O)=O.[Cl:8][C:9]1[C:10]([F:38])=[C:11]([CH:15]2[C:19]([C:22]3[CH:27]=[CH:26][C:25]([Cl:28])=[CH:24][C:23]=3[F:29])([C:20]#[N:21])[CH:18]([CH2:30][C:31]([CH3:34])([CH3:33])[CH3:32])[NH:17][CH:16]2[C:35](O)=[O:36])[CH:12]=[CH:13][CH:14]=1.[NH2:39][C:40]1[N:41]=[N:42][C:43]([Cl:46])=[CH:44][CH:45]=1.CN(C(ON1N=NC2C=CC=NC1=2)=[N+](C)C)C.F[P-](F)(F)(F)(F)F.CCN(C(C)C)C(C)C. Product: [Cl:46][C:43]1[N:42]=[N:41][C:40]([NH:39][C:35]([CH:16]2[CH:15]([C:11]3[CH:12]=[CH:13][CH:14]=[C:9]([Cl:8])[C:10]=3[F:38])[C:19]([C:22]3[CH:27]=[CH:26][C:25]([Cl:28])=[CH:24][C:23]=3[F:29])([C:20]#[N:21])[CH:18]([CH2:30][C:31]([CH3:33])([CH3:32])[CH3:34])[NH:17]2)=[O:36])=[CH:45][CH:44]=1. The catalyst class is: 2. (5) Reactant: [F:1][C:2]1[CH:3]=[C:4]([CH:22]=[CH:23][C:24]=1[F:25])[CH2:5][C@H:6]1[CH2:11][C@@H:10]([C:12]2[O:16][NH:15][C:14](=[O:17])[CH:13]=2)[CH2:9][CH2:8][N:7]1[C:18]([O:20][CH3:21])=[O:19].CCCCCCC.CCO. Product: [F:1][C:2]1[CH:3]=[C:4]([CH:22]=[CH:23][C:24]=1[F:25])[CH2:5][C@H:6]1[CH2:11][C@@H:10]([C:12]2[O:16][NH:15][C:14](=[O:17])[CH:13]=2)[CH2:9][CH2:8][N:7]1[C:18]([O:20][CH3:21])=[O:19].[F:1][C:2]1[CH:3]=[C:4]([CH:22]=[CH:23][C:24]=1[F:25])[CH2:5][C@@H:6]1[CH2:11][C@H:10]([C:12]2[O:16][NH:15][C:14](=[O:17])[CH:13]=2)[CH2:9][CH2:8][N:7]1[C:18]([O:20][CH3:21])=[O:19]. The catalyst class is: 10. (6) Product: [Cl:2][C:3]1[CH:8]=[C:7]([O:9][CH3:10])[CH:6]=[CH:5][C:4]=1[N:11]1[C:16]([CH3:17])=[N:15][C:13]([NH2:14])=[N:12]1. The catalyst class is: 17. Reactant: Cl.[Cl:2][C:3]1[CH:8]=[C:7]([O:9][CH3:10])[CH:6]=[CH:5][C:4]=1[NH:11][NH:12][C:13](=[NH:15])[NH2:14].[C:16](Cl)(=O)[CH3:17].Cl. (7) Reactant: [Cl:1][C:2]1[CH:7]=[C:6]([OH:8])[CH:5]=[CH:4][C:3]=1[CH:9]([CH3:25])[C:10]([C:16]1[CH:17]=[C:18]([CH3:24])[C:19](=[O:23])[N:20]([CH3:22])[CH:21]=1)([OH:15])[C:11]([F:14])([F:13])[F:12].C([O:28][C:29](=[O:41])[C:30]1[CH:35]=[CH:34][C:33](Cl)=[N:32][C:31]=1[C:37]([F:40])([F:39])[F:38])C.[Li+].[OH-].Cl. The catalyst class is: 80. Product: [Cl:1][C:2]1[CH:7]=[C:6]([CH:5]=[CH:4][C:3]=1[CH:9]([CH3:25])[C:10]([C:16]1[CH:17]=[C:18]([CH3:24])[C:19](=[O:23])[N:20]([CH3:22])[CH:21]=1)([OH:15])[C:11]([F:13])([F:14])[F:12])[O:8][C:33]1[CH:34]=[CH:35][C:30]([C:29]([OH:41])=[O:28])=[C:31]([C:37]([F:38])([F:40])[F:39])[N:32]=1. (8) Reactant: [Br:1][C:2]1[NH:3][C:4]([C:11]([O:13][CH3:14])=[O:12])=[C:5]([C:7]([O:9][CH3:10])=[O:8])[N:6]=1.[CH3:15][O:16][C:17]1[CH:24]=[CH:23][C:20]([CH2:21]Cl)=[CH:19][CH:18]=1. Product: [Br:1][C:2]1[N:6]([CH2:21][C:20]2[CH:23]=[CH:24][C:17]([O:16][CH3:15])=[CH:18][CH:19]=2)[C:5]([C:7]([O:9][CH3:10])=[O:8])=[C:4]([C:11]([O:13][CH3:14])=[O:12])[N:3]=1. The catalyst class is: 25. (9) Reactant: [CH3:1][N:2]1[C@@H:19]2[CH2:20][C:7]3[CH:8]=[CH:9][C:10]([O:21][CH3:22])=[C:11]4[O:12][C@H:13]5[C:14]([CH2:16][CH2:17][C@@H:18]2[C@:5]5([C:6]=34)[CH2:4][CH2:3]1)=[O:15].[CH:23]([OH:32])([C:29]([OH:31])=[O:30])[CH:24]([OH:28])[C:25]([OH:27])=[O:26].[CH3:33][C:34]([NH:36][C:37]1[CH:38]=[CH:39][C:40]([OH:43])=[CH:41][CH:42]=1)=[O:35]. Product: [CH3:1][N:2]1[C@@H:19]2[CH2:20][C:7]3[CH:8]=[CH:9][C:10]([O:21][CH3:22])=[C:11]4[O:12][C@H:13]5[C:14]([CH2:16][CH2:17][C@@H:18]2[C@:5]5([C:6]=34)[CH2:4][CH2:3]1)=[O:15].[CH:23]([OH:32])([C:29]([OH:31])=[O:30])[CH:24]([OH:28])[C:25]([OH:27])=[O:26].[CH3:33][C:34]([NH:36][C:37]1[CH:42]=[CH:41][C:40]([OH:43])=[CH:39][CH:38]=1)=[O:35]. The catalyst class is: 95.